Dataset: Reaction yield outcomes from USPTO patents with 853,638 reactions. Task: Predict the reaction yield, written as a fraction of the theoretical maximum amount of product (1.0 means a 100% yield; for example, 0.34 means a 34% yield). The reactants are [OH:1][C:2]1[CH:11]=[C:10]([OH:12])[C:9]([CH:13]([CH3:15])[CH3:14])=[CH:8][C:3]=1[C:4]([O:6][CH3:7])=[O:5].C(=O)([O-])[O-].[K+].[K+].[CH2:22](Br)[C:23]1[CH:28]=[CH:27][CH:26]=[CH:25][CH:24]=1. The catalyst is C(#N)C. The product is [CH2:22]([O:12][C:10]1[C:9]([CH:13]([CH3:15])[CH3:14])=[CH:8][C:3]([C:4]([O:6][CH3:7])=[O:5])=[C:2]([OH:1])[CH:11]=1)[C:23]1[CH:28]=[CH:27][CH:26]=[CH:25][CH:24]=1. The yield is 0.830.